From a dataset of Full USPTO retrosynthesis dataset with 1.9M reactions from patents (1976-2016). Predict the reactants needed to synthesize the given product. Given the product [CH3:35][S:36]([O:34][CH2:33][CH2:32][N:8]1[C:4]2=[N:5][CH:6]=[N:7][C:2]([NH2:1])=[C:3]2[C:10]([C:11]2[CH:16]=[CH:15][C:14]([NH:17][C:18]([C:20]3[N:21]([CH3:29])[C:22]4[C:27]([CH:28]=3)=[CH:26][CH:25]=[CH:24][CH:23]=4)=[O:19])=[C:13]([O:30][CH3:31])[CH:12]=2)=[N:9]1)(=[O:38])=[O:37], predict the reactants needed to synthesize it. The reactants are: [NH2:1][C:2]1[N:7]=[CH:6][N:5]=[C:4]2[N:8]([CH2:32][CH2:33][OH:34])[N:9]=[C:10]([C:11]3[CH:16]=[CH:15][C:14]([NH:17][C:18]([C:20]4[N:21]([CH3:29])[C:22]5[C:27]([CH:28]=4)=[CH:26][CH:25]=[CH:24][CH:23]=5)=[O:19])=[C:13]([O:30][CH3:31])[CH:12]=3)[C:3]=12.[CH3:35][S:36](Cl)(=[O:38])=[O:37].